Dataset: Catalyst prediction with 721,799 reactions and 888 catalyst types from USPTO. Task: Predict which catalyst facilitates the given reaction. (1) Reactant: [CH:1]([N:4]1[C:8]2=[N:9][C:10]([CH3:24])=[C:11]([C:13]3[C:14]([O:22]C)=[N:15][C:16]([CH:19]([CH3:21])[CH3:20])=[CH:17][CH:18]=3)[N:12]=[C:7]2[C:6]([CH3:25])=[CH:5]1)([CH3:3])[CH3:2]. Product: [CH:1]([N:4]1[C:8]2=[N:9][C:10]([CH3:24])=[C:11]([C:13]3[C:14]([OH:22])=[N:15][C:16]([CH:19]([CH3:20])[CH3:21])=[CH:17][CH:18]=3)[N:12]=[C:7]2[C:6]([CH3:25])=[CH:5]1)([CH3:3])[CH3:2]. The catalyst class is: 33. (2) Reactant: [N:1]1[C:5]2[CH:6]=[CH:7][CH:8]=[CH:9][C:4]=2[NH:3][C:2]=1[CH2:10][C:11]([O:13]CC)=O.[NH2:16][C:17]1[CH:22]=[CH:21][C:20]([N:23]2[CH2:28][CH2:27][N:26]([CH3:29])[CH2:25][CH2:24]2)=[CH:19][C:18]=1[C:30]#[N:31].Cl[Sn](Cl)(Cl)Cl. Product: [CH3:29][N:26]1[CH2:25][CH2:24][N:23]([C:20]2[CH:21]=[CH:22][C:17]3[C:18](=[C:30]([NH2:31])[C:10]([C:11]([N:16]=3)=[O:13])=[C:2]3[NH:1][C:5]4[C:4](=[CH:9][CH:8]=[CH:7][CH:6]=4)[NH:3]3)[CH:19]=2)[CH2:28][CH2:27]1. The catalyst class is: 26. (3) Reactant: [CH2:1]([O:3][C:4](=[O:16])[C:5]1[CH:10]=[C:9]([C:11]#[N:12])[C:8](Cl)=[N:7][C:6]=1[CH2:14][Cl:15])[CH3:2].[CH2:17]([S:24]([NH:27][C:28]([CH:30]1[CH2:35][CH2:34][NH:33][CH2:32][CH2:31]1)=[O:29])(=[O:26])=[O:25])[C:18]1[CH:23]=[CH:22][CH:21]=[CH:20][CH:19]=1. Product: [CH2:1]([O:3][C:4](=[O:16])[C:5]1[CH:10]=[C:9]([C:11]#[N:12])[C:8]([N:33]2[CH2:34][CH2:35][CH:30]([C:28](=[O:29])[NH:27][S:24]([CH2:17][C:18]3[CH:23]=[CH:22][CH:21]=[CH:20][CH:19]=3)(=[O:26])=[O:25])[CH2:31][CH2:32]2)=[N:7][C:6]=1[CH2:14][Cl:15])[CH3:2]. The catalyst class is: 14. (4) Reactant: C([O:8][C:9]1[CH:10]=[C:11]([C:26]2[N:27]=[N:28][N:29]([C:31]3[CH:36]=[CH:35][C:34]([C:37]([F:40])([F:39])[F:38])=[CH:33][N:32]=3)[N:30]=2)[CH:12]=[C:13]([N+:23]([O-:25])=[O:24])[C:14]=1[O:15]CC1C=CC=CC=1)C1C=CC=CC=1.B(Br)(Br)Br. Product: [N+:23]([C:13]1[CH:12]=[C:11]([C:26]2[N:27]=[N:28][N:29]([C:31]3[CH:36]=[CH:35][C:34]([C:37]([F:40])([F:39])[F:38])=[CH:33][N:32]=3)[N:30]=2)[CH:10]=[C:9]([OH:8])[C:14]=1[OH:15])([O-:25])=[O:24]. The catalyst class is: 4. (5) Reactant: [CH:1]1([CH2:6][C@H:7]([N:24]2[CH2:28][C:27]([O:29][C:30]3[C:35]([F:36])=[CH:34][CH:33]=[CH:32][C:31]=3[F:37])=[CH:26][C:25]2=[O:38])[C:8]([NH:10][C:11]2[CH:15]=[CH:14][N:13]([CH2:16][C@@H:17]3[CH2:21][O:20]C(C)(C)[O:18]3)[N:12]=2)=[O:9])[CH2:5][CH2:4][CH2:3][CH2:2]1.Cl. Product: [CH:1]1([CH2:6][C@H:7]([N:24]2[CH2:28][C:27]([O:29][C:30]3[C:35]([F:36])=[CH:34][CH:33]=[CH:32][C:31]=3[F:37])=[CH:26][C:25]2=[O:38])[C:8]([NH:10][C:11]2[CH:15]=[CH:14][N:13]([CH2:16][C@@H:17]([OH:18])[CH2:21][OH:20])[N:12]=2)=[O:9])[CH2:2][CH2:3][CH2:4][CH2:5]1. The catalyst class is: 54. (6) Reactant: [CH2:1]([C:5]1[NH:6][C:7](=[O:15])[C:8]2[C:13]([CH3:14])=[N:12][O:11][C:9]=2[N:10]=1)[CH:2]([CH3:4])[CH3:3].[F:16][C:17]1[CH:18]=[C:19]([CH:22]=[CH:23][CH:24]=1)[CH2:20]Br.C(=O)([O-])[O-].[K+].[K+]. Product: [F:16][C:17]1[CH:18]=[C:19]([CH:22]=[CH:23][CH:24]=1)[CH2:20][N:6]1[C:7](=[O:15])[C:8]2[C:13]([CH3:14])=[N:12][O:11][C:9]=2[N:10]=[C:5]1[CH2:1][CH:2]([CH3:4])[CH3:3]. The catalyst class is: 18. (7) Reactant: [F:1][C:2]1[CH:24]=[CH:23][C:5]([CH2:6][N:7]2[C:11]3=[CH:12][N:13]=[C:14]([C:20]([OH:22])=O)[C:15]([CH2:16][CH2:17][CH2:18]O)=[C:10]3[CH:9]=[CH:8]2)=[CH:4][CH:3]=1.C(N(CC)CC)C.CN(C([O:39][N:40]1N=NC2C=CC=NC1=2)=[N+](C)C)C.F[P-](F)(F)(F)(F)F.O1CCCCC1ON. Product: [F:1][C:2]1[CH:24]=[CH:23][C:5]([CH2:6][N:7]2[C:11]3=[CH:12][N:13]=[C:14]4[C:15]([CH2:16][CH2:17][CH2:18][N:40]([OH:39])[C:20]4=[O:22])=[C:10]3[CH:9]=[CH:8]2)=[CH:4][CH:3]=1. The catalyst class is: 3. (8) Reactant: [Si]([O:8][CH2:9][C:10]1([CH3:42])[S:16][CH2:15][CH2:14][N:13]2[C:17]([C:20]3([C:23]4[CH:28]=[CH:27][C:26]([C:29]5[CH:34]=[CH:33][C:32]([C:35]([N:37]6[CH2:41][CH2:40][CH2:39][CH2:38]6)=[O:36])=[CH:31][CH:30]=5)=[CH:25][CH:24]=4)[CH2:22][CH2:21]3)=[N:18][N:19]=[C:12]2[CH2:11]1)(C(C)(C)C)(C)C.Cl. Product: [CH3:42][C:10]1([CH2:9][OH:8])[S:16][CH2:15][CH2:14][N:13]2[C:17]([C:20]3([C:23]4[CH:24]=[CH:25][C:26]([C:29]5[CH:34]=[CH:33][C:32]([C:35]([N:37]6[CH2:41][CH2:40][CH2:39][CH2:38]6)=[O:36])=[CH:31][CH:30]=5)=[CH:27][CH:28]=4)[CH2:22][CH2:21]3)=[N:18][N:19]=[C:12]2[CH2:11]1. The catalyst class is: 5.